From a dataset of Full USPTO retrosynthesis dataset with 1.9M reactions from patents (1976-2016). Predict the reactants needed to synthesize the given product. (1) Given the product [CH3:28][O:27][C:25](=[O:26])[C:24]1[CH:29]=[C:30]([NH:32][S:15]([C:12]2[CH:13]=[CH:14][C:9]([O:8][CH2:1][C:2]3[CH:7]=[CH:6][CH:5]=[CH:4][CH:3]=3)=[CH:10][CH:11]=2)(=[O:17])=[O:16])[CH:31]=[C:22]([C:21]([O:20][CH3:19])=[O:33])[CH:23]=1, predict the reactants needed to synthesize it. The reactants are: [CH2:1]([O:8][C:9]1[CH:14]=[CH:13][C:12]([S:15](Cl)(=[O:17])=[O:16])=[CH:11][CH:10]=1)[C:2]1[CH:7]=[CH:6][CH:5]=[CH:4][CH:3]=1.[CH3:19][O:20][C:21](=[O:33])[C:22]1[CH:31]=[C:30]([NH2:32])[CH:29]=[C:24]([C:25]([O:27][CH3:28])=[O:26])[CH:23]=1. (2) The reactants are: [NH:1]1[CH:5]=[CH:4][CH:3]=[C:2]1[C:6]([OH:8])=[O:7].[H-].[Na+].F[C:12]1[CH:17]=[CH:16][C:15]([N+:18]([O-:20])=[O:19])=[CH:14][CH:13]=1.[C:21](OCC)(=O)[CH3:22]. Given the product [N+:18]([C:15]1[CH:16]=[CH:17][C:12]([N:1]2[CH:5]=[CH:4][CH:3]=[C:2]2[C:6]([O:8][CH2:21][CH3:22])=[O:7])=[CH:13][CH:14]=1)([O-:20])=[O:19], predict the reactants needed to synthesize it. (3) Given the product [F:3][C:4]1[C:5]([O:14][CH3:1])=[C:6]([C:11](=[O:13])[CH3:12])[CH:7]=[C:8]([F:10])[CH:9]=1, predict the reactants needed to synthesize it. The reactants are: [CH3:1]I.[F:3][C:4]1[C:5]([OH:14])=[C:6]([C:11](=[O:13])[CH3:12])[CH:7]=[C:8]([F:10])[CH:9]=1.